Dataset: Catalyst prediction with 721,799 reactions and 888 catalyst types from USPTO. Task: Predict which catalyst facilitates the given reaction. Reactant: [C:1]([C:5]1[CH:10]=[C:9]([CH3:11])[C:8]([OH:12])=[C:7]([SH:13])[CH:6]=1)([CH3:4])([CH3:3])[CH3:2].[CH2:14]([N:16]([CH2:20][CH3:21])[C:17](Cl)=[O:18])[CH3:15].[Cl:22][C:23]1[CH:24]=[C:25]([CH:29]=[CH:30][CH:31]=1)[C:26](Cl)=[O:27].Cl. Product: [Cl:22][C:23]1[CH:24]=[C:25]([CH:29]=[CH:30][CH:31]=1)[C:26]([O:12][C:8]1[C:9]([CH3:11])=[CH:10][C:5]([C:1]([CH3:4])([CH3:2])[CH3:3])=[CH:6][C:7]=1[S:13][C:17](=[O:18])[N:16]([CH2:20][CH3:21])[CH2:14][CH3:15])=[O:27]. The catalyst class is: 17.